Dataset: Reaction yield outcomes from USPTO patents with 853,638 reactions. Task: Predict the reaction yield, written as a fraction of the theoretical maximum amount of product (1.0 means a 100% yield; for example, 0.34 means a 34% yield). (1) The reactants are [CH3:1][O:2][C:3]1[CH:4]=[C:5]2[C:10](=[CH:11][C:12]=1[O:13][CH3:14])[N:9]=[CH:8][CH:7]=[C:6]2[O:15][C:16]1[CH:21]=[CH:20][C:19]([NH:22][C:23](=O)[CH2:24][O:25][C:26]2[C:31]([F:32])=[CH:30][CH:29]=[CH:28][C:27]=2[F:33])=[CH:18][C:17]=1[CH3:35].Cl.[OH-].[Na+]. The catalyst is O1CCCC1. The product is [F:33][C:27]1[CH:28]=[CH:29][CH:30]=[C:31]([F:32])[C:26]=1[O:25][CH2:24][CH2:23][NH:22][C:19]1[CH:20]=[CH:21][C:16]([O:15][C:6]2[C:5]3[C:10](=[CH:11][C:12]([O:13][CH3:14])=[C:3]([O:2][CH3:1])[CH:4]=3)[N:9]=[CH:8][CH:7]=2)=[C:17]([CH3:35])[CH:18]=1. The yield is 0.800. (2) The reactants are Br[CH:2]([C:14]1[CH:15]=[N:16][CH:17]=[CH:18][CH:19]=1)[C:3]([C:5]1[C:13]2[C:8](=[CH:9][CH:10]=[CH:11][CH:12]=2)[NH:7][CH:6]=1)=[O:4].[CH3:20][O:21][C:22]1[CH:23]=[C:24]([CH:26]=[C:27]([O:29][CH3:30])[CH:28]=1)[NH2:25].C(=O)(O)[O-].[Na+]. The catalyst is C(#N)C. The product is [CH3:30][O:29][C:27]1[CH:26]=[C:24]([NH:25][CH:2]([C:14]2[CH:15]=[N:16][CH:17]=[CH:18][CH:19]=2)[C:3]([C:5]2[C:13]3[C:8](=[CH:9][CH:10]=[CH:11][CH:12]=3)[NH:7][CH:6]=2)=[O:4])[CH:23]=[C:22]([O:21][CH3:20])[CH:28]=1. The yield is 0.310. (3) The reactants are [C:1]([O:5][C:6]([NH:8][C@H:9]1[CH2:14][CH2:13][C@H:12]([N:15]([CH2:28][CH3:29])[C:16]2[C:17]([CH3:27])=[C:18]([CH:23]=[C:24]([Cl:26])[CH:25]=2)[C:19]([O:21][CH3:22])=[O:20])[CH2:11][CH2:10]1)=[O:7])([CH3:4])([CH3:3])[CH3:2].[H-].[Na+].[CH3:32]I. The catalyst is CN(C=O)C. The product is [C:1]([O:5][C:6]([N:8]([CH3:32])[C@H:9]1[CH2:14][CH2:13][C@H:12]([N:15]([CH2:28][CH3:29])[C:16]2[C:17]([CH3:27])=[C:18]([CH:23]=[C:24]([Cl:26])[CH:25]=2)[C:19]([O:21][CH3:22])=[O:20])[CH2:11][CH2:10]1)=[O:7])([CH3:3])([CH3:2])[CH3:4]. The yield is 0.880. (4) The reactants are C(=[NH:14])(C1C=CC=CC=1)C1C=CC=CC=1.CC1(C)C2C=CC=C(P(C3C=CC=CC=3)C3C=CC=CC=3)C=2OC2C1=CC=CC=2P(C1C=CC=CC=1)C1C=CC=CC=1.C(=O)([O-])[O-].[Cs+].[Cs+].Br[C:64]1[CH:69]=[C:68]([F:70])[C:67]([F:71])=[CH:66][C:65]=1[O:72][CH2:73][CH2:74][CH3:75].[Cl-].[NH4+]. The catalyst is C1C=CC(/C=C/C(/C=C/C2C=CC=CC=2)=O)=CC=1.C1C=CC(/C=C/C(/C=C/C2C=CC=CC=2)=O)=CC=1.C1C=CC(/C=C/C(/C=C/C2C=CC=CC=2)=O)=CC=1.[Pd].[Pd].O.C1(C)C=CC=CC=1. The product is [F:71][C:67]1[C:68]([F:70])=[CH:69][C:64]([NH2:14])=[C:65]([O:72][CH2:73][CH2:74][CH3:75])[CH:66]=1. The yield is 0.380. (5) The reactants are O1CCCC1.[C:6]1([CH3:23])[CH:11]=[CH:10][C:9]([O:12][C:13]2[S:17][C:16]([CH2:18][C:19](Cl)=[N:20][OH:21])=[CH:15][CH:14]=2)=[CH:8][CH:7]=1.[C:24]([C:26]1[C:27]([NH2:32])=[N:28][CH:29]=[CH:30][CH:31]=1)#[CH:25].C(N(CC)CC)C. The catalyst is O. The product is [C:6]1([CH3:23])[CH:11]=[CH:10][C:9]([O:12][C:13]2[S:17][C:16]([CH2:18][C:19]3[CH:25]=[C:24]([C:26]4[C:27]([NH2:32])=[N:28][CH:29]=[CH:30][CH:31]=4)[O:21][N:20]=3)=[CH:15][CH:14]=2)=[CH:8][CH:7]=1. The yield is 0.0165. (6) The reactants are [CH:1]1([O:6][C:7]2[CH:8]=[C:9]([C:15](=[N:17]O)[CH3:16])[CH:10]=[CH:11][C:12]=2[O:13][CH3:14])[CH2:5][CH2:4][CH2:3][CH2:2]1. The catalyst is CO.N.[Ni]. The product is [CH:1]1([O:6][C:7]2[CH:8]=[C:9]([CH:15]([CH3:16])[NH2:17])[CH:10]=[CH:11][C:12]=2[O:13][CH3:14])[CH2:2][CH2:3][CH2:4][CH2:5]1. The yield is 1.00.